This data is from Full USPTO retrosynthesis dataset with 1.9M reactions from patents (1976-2016). The task is: Predict the reactants needed to synthesize the given product. Given the product [C:1]([N:4]([C:40]1[CH:45]=[CH:44][CH:43]=[CH:42][CH:41]=1)[C:5]1[CH:22]=[CH:21][C:8]2[O:9][C:10]3[C:16]([N:17]([C:18](=[O:20])[CH3:19])[C:24]4[CH:29]=[CH:28][CH:27]=[CH:26][CH:25]=4)=[CH:15][CH:14]=[CH:13][C:11]=3[O:12][C:7]=2[CH:6]=1)(=[O:3])[CH3:2], predict the reactants needed to synthesize it. The reactants are: [C:1]([NH:4][C:5]1[CH:22]=[CH:21][C:8]2[O:9][C:10]3[C:16]([NH:17][C:18](=[O:20])[CH3:19])=[CH:15][CH:14]=[CH:13][C:11]=3[O:12][C:7]=2[CH:6]=1)(=[O:3])[CH3:2].I[C:24]1[CH:29]=[CH:28][CH:27]=[CH:26][CH:25]=1.C(=O)([O-])[O-].[K+].[K+].N1[C:45]2[C:40](=[CH:41][CH:42]=[CH:43][CH:44]=2)C=CC=1.